This data is from Full USPTO retrosynthesis dataset with 1.9M reactions from patents (1976-2016). The task is: Predict the reactants needed to synthesize the given product. (1) Given the product [CH3:16][C:11]1([CH3:17])[C:12]2[NH:13][C:14]3[C:6](=[CH:5][CH:4]=[C:3]([C:1]#[N:2])[CH:15]=3)[C:7]=2[C:8](=[O:30])[C:9]2[CH:21]=[CH:20][C:19]([C:35]3[CH:34]=[N:33][N:32]([CH3:31])[CH:36]=3)=[CH:18][C:10]1=2, predict the reactants needed to synthesize it. The reactants are: [C:1]([C:3]1[CH:15]=[C:14]2[C:6]([C:7]3[C:8](=[O:30])[C:9]4[CH:21]=[CH:20][C:19](OS(C(F)(F)F)(=O)=O)=[CH:18][C:10]=4[C:11]([CH3:17])([CH3:16])[C:12]=3[NH:13]2)=[CH:5][CH:4]=1)#[N:2].[CH3:31][N:32]1[CH:36]=[C:35](B2OC(C)(C)C(C)(C)O2)[CH:34]=[N:33]1. (2) Given the product [CH3:10][C:11]1([CH3:39])[C:20]2[C:15](=[C:16]3[CH2:23][C:22]([CH3:24])([CH3:25])[O:21][C:17]3=[CH:18][CH:19]=2)[C:14]([C:26]2[CH:27]=[C:28]([C:32]3[CH:33]=[CH:34][C:35]([NH:38][CH:1]=[O:3])=[CH:36][CH:37]=3)[CH:29]=[CH:30][CH:31]=2)=[N:13][CH2:12]1, predict the reactants needed to synthesize it. The reactants are: [C:1](OC(=O)C)(=[O:3])C.Br.Br.[CH3:10][C:11]1([CH3:39])[C:20]2[C:15](=[C:16]3[CH2:23][C:22]([CH3:25])([CH3:24])[O:21][C:17]3=[CH:18][CH:19]=2)[C:14]([C:26]2[CH:27]=[C:28]([C:32]3[CH:37]=[CH:36][C:35]([NH2:38])=[CH:34][CH:33]=3)[CH:29]=[CH:30][CH:31]=2)=[N:13][CH2:12]1.C([O-])=O.[Na+].C(=O)([O-])O.[Na+]. (3) Given the product [CH:26]1([C:20]2[CH:19]=[C:18]([C:15]3[N:14]=[C:13]([C:9]4[CH:10]=[C:11]([CH3:12])[C:6]([O:5][CH2:4][C@@H:3]([OH:33])[CH2:2][NH:1][C:35](=[O:36])[CH2:34][OH:37])=[C:7]([CH2:31][CH3:32])[CH:8]=4)[O:17][N:16]=3)[CH:23]=[C:22]([O:24][CH3:25])[N:21]=2)[CH2:30][CH2:29][CH2:28][CH2:27]1, predict the reactants needed to synthesize it. The reactants are: [NH2:1][CH2:2][C@H:3]([OH:33])[CH2:4][O:5][C:6]1[C:11]([CH3:12])=[CH:10][C:9]([C:13]2[O:17][N:16]=[C:15]([C:18]3[CH:23]=[C:22]([O:24][CH3:25])[N:21]=[C:20]([CH:26]4[CH2:30][CH2:29][CH2:28][CH2:27]4)[CH:19]=3)[N:14]=2)=[CH:8][C:7]=1[CH2:31][CH3:32].[C:34](O)(=[O:37])[CH2:35][OH:36].CCN(C(C)C)C(C)C.CN(C(ON1N=NC2C=CC=CC1=2)=[N+](C)C)C.[B-](F)(F)(F)F. (4) Given the product [OH:2][C:3]1[CH:4]=[CH:5][C:6]([C:9]([C:11]2[CH:16]=[CH:15][CH:14]=[C:13]([CH3:17])[CH:12]=2)=[O:10])=[CH:7][CH:8]=1, predict the reactants needed to synthesize it. The reactants are: C[O:2][C:3]1[CH:8]=[CH:7][C:6]([C:9]([C:11]2[CH:16]=[CH:15][CH:14]=[C:13]([CH3:17])[CH:12]=2)=[O:10])=[CH:5][CH:4]=1.B(Br)(Br)Br.ClCCl.O. (5) Given the product [OH-:36].[NH4+:1].[C:27]([C:29]1[CH:30]=[CH:31][C:32]([S:35]([NH:1][CH:2]([C:3]2[CH:10]=[CH:9][C:6]([C:7]#[N:8])=[C:5]([C:11]3[C:20]4[C:15](=[CH:16][CH:17]=[CH:18][CH:19]=4)[CH:14]=[CH:13][CH:12]=3)[CH:4]=2)[C:21]2[N:25]([CH3:26])[CH:24]=[N:23][CH:22]=2)(=[O:37])=[O:36])=[CH:33][CH:34]=1)#[N:28], predict the reactants needed to synthesize it. The reactants are: [NH2:1][CH:2]([C:21]1[N:25]([CH3:26])[CH:24]=[N:23][CH:22]=1)[C:3]1[CH:10]=[CH:9][C:6]([C:7]#[N:8])=[C:5]([C:11]2[C:20]3[C:15](=[CH:16][CH:17]=[CH:18][CH:19]=3)[CH:14]=[CH:13][CH:12]=2)[CH:4]=1.[C:27]([C:29]1[CH:34]=[CH:33][C:32]([S:35](Cl)(=[O:37])=[O:36])=[CH:31][CH:30]=1)#[N:28].C(N(CC)CC)C. (6) The reactants are: Br[C:2]1[CH:7]=[CH:6][CH:5]=[C:4]([Br:8])[CH:3]=1.C(=O)([O-])[O-].[K+].[K+].[CH:15]([C:17]1[CH:18]=[C:19](B(O)O)[CH:20]=[CH:21][CH:22]=1)=[CH2:16]. Given the product [Br:8][C:4]1[CH:3]=[C:2]([C:21]2[CH:20]=[CH:19][CH:18]=[C:17]([CH:15]=[CH2:16])[CH:22]=2)[CH:7]=[CH:6][CH:5]=1, predict the reactants needed to synthesize it. (7) Given the product [CH:7]1([O:12][C:13]2[CH:14]=[C:15]([CH2:16][OH:17])[CH:18]=[CH:19][C:20]=2[O:21][CH3:22])[CH2:8][CH2:9][CH2:10][CH2:11]1, predict the reactants needed to synthesize it. The reactants are: [H-].[Al+3].[Li+].[H-].[H-].[H-].[CH:7]1([O:12][C:13]2[CH:14]=[C:15]([CH:18]=[CH:19][C:20]=2[O:21][CH3:22])[CH:16]=[O:17])[CH2:11][CH2:10][CH2:9][CH2:8]1.Cl. (8) Given the product [F:1][C:2]1[CH:8]=[CH:7][C:5]([NH:6][S:17]([C:13]2[S:12][CH:16]=[CH:15][CH:14]=2)(=[O:19])=[O:18])=[CH:4][C:3]=1[N+:9]([O-:11])=[O:10], predict the reactants needed to synthesize it. The reactants are: [F:1][C:2]1[CH:8]=[CH:7][C:5]([NH2:6])=[CH:4][C:3]=1[N+:9]([O-:11])=[O:10].[S:12]1[CH:16]=[CH:15][CH:14]=[C:13]1[S:17](Cl)(=[O:19])=[O:18]. (9) Given the product [F:25][C:10]([F:9])([F:24])[C:11]1[CH:12]=[C:13]([C:17]2[O:21][C:20]([CH:22]=[N:1][C:2]3[CH:7]=[CH:6][CH:5]=[CH:4][C:3]=3[OH:8])=[CH:19][CH:18]=2)[CH:14]=[CH:15][CH:16]=1, predict the reactants needed to synthesize it. The reactants are: [NH2:1][C:2]1[CH:7]=[CH:6][CH:5]=[CH:4][C:3]=1[OH:8].[F:9][C:10]([F:25])([F:24])[C:11]1[CH:12]=[C:13]([C:17]2[O:21][C:20]([CH:22]=O)=[CH:19][CH:18]=2)[CH:14]=[CH:15][CH:16]=1. (10) Given the product [Br:13][C:14]1[CH:19]=[CH:18][C:17]([O:20][CH2:2][C:3]([O:5][CH2:6][C:7]2[CH:12]=[CH:11][CH:10]=[CH:9][CH:8]=2)=[O:4])=[C:16]([CH:21]([CH3:23])[CH3:22])[CH:15]=1, predict the reactants needed to synthesize it. The reactants are: Br[CH2:2][C:3]([O:5][CH2:6][C:7]1[CH:12]=[CH:11][CH:10]=[CH:9][CH:8]=1)=[O:4].[Br:13][C:14]1[CH:19]=[CH:18][C:17]([OH:20])=[C:16]([CH:21]([CH3:23])[CH3:22])[CH:15]=1.C(=O)([O-])[O-].[K+].[K+].O.